Task: Predict the reactants needed to synthesize the given product.. Dataset: Full USPTO retrosynthesis dataset with 1.9M reactions from patents (1976-2016) Given the product [C:1]([C:3]1[CH:4]=[C:5]([CH:9]=[CH:10][C:11]=1[CH3:12])[C:6]([NH:13][C:14]1[CH:21]=[CH:20][C:17]([CH:18]=[O:19])=[C:16]([C:22]([F:23])([F:24])[F:25])[CH:15]=1)=[O:7])#[CH:2], predict the reactants needed to synthesize it. The reactants are: [C:1]([C:3]1[CH:4]=[C:5]([CH:9]=[CH:10][C:11]=1[CH3:12])[C:6](Cl)=[O:7])#[CH:2].[NH2:13][C:14]1[CH:21]=[CH:20][C:17]([CH:18]=[O:19])=[C:16]([C:22]([F:25])([F:24])[F:23])[CH:15]=1.C(N(CC)CC)C.